This data is from Catalyst prediction with 721,799 reactions and 888 catalyst types from USPTO. The task is: Predict which catalyst facilitates the given reaction. (1) Reactant: [N:1]1([C:7]2[C:16]3[C:11](=[CH:12][CH:13]=[CH:14][CH:15]=3)[N:10]=[C:9]([C:17]3[CH:22]=[CH:21][CH:20]=[CH:19][C:18]=3[OH:23])[N:8]=2)[CH2:6][CH2:5][NH:4][CH2:3][CH2:2]1.C(N(CC)CC)C.[OH:31][C@H:32]([CH2:36][CH3:37])[C:33](O)=[O:34].CN(C(ON1N=NC2C=CC=NC1=2)=[N+](C)C)C.F[P-](F)(F)(F)(F)F. Product: [OH:31][C@H:32]([CH2:36][CH3:37])[C:33]([N:4]1[CH2:3][CH2:2][N:1]([C:7]2[C:16]3[C:11](=[CH:12][CH:13]=[CH:14][CH:15]=3)[N:10]=[C:9]([C:17]3[CH:22]=[CH:21][CH:20]=[CH:19][C:18]=3[OH:23])[N:8]=2)[CH2:6][CH2:5]1)=[O:34]. The catalyst class is: 2. (2) Reactant: C1C(=O)N([O:8][C:9]([O:11][N:12]2[C:17](=[O:18])[CH2:16][CH2:15][C:13]2=[O:14])=[O:10])C(=O)C1.[CH2:19](N(CC)CC)[CH3:20].[CH3:26][CH2:27][O:28][C:29]([CH3:31])=[O:30]. Product: [O:28]1[C@H:29]2[O:30][CH2:19][CH2:20][C@H:31]2[C@H:26]([O:8][C:9](=[O:10])[O:11][N:12]2[C:13](=[O:14])[CH2:15][CH2:16][C:17]2=[O:18])[CH2:27]1. The catalyst class is: 10. (3) Reactant: [CH3:1][O:2][C:3]1[CH:8]=[CH:7][C:6]([C:9]2[CH:10]=[N:11][C:12]([NH2:15])=[N:13][CH:14]=2)=[CH:5][CH:4]=1.[CH3:16][C:17]1[CH:22]=[CH:21][C:20]([S:23](Cl)(=[O:25])=[O:24])=[CH:19][CH:18]=1. Product: [CH3:16][C:17]1[CH:22]=[CH:21][C:20]([S:23]([NH:15][C:12]2[N:11]=[CH:10][C:9]([C:6]3[CH:5]=[CH:4][C:3]([O:2][CH3:1])=[CH:8][CH:7]=3)=[CH:14][N:13]=2)(=[O:25])=[O:24])=[CH:19][CH:18]=1. The catalyst class is: 17. (4) Reactant: [C:1]([N:4]1[C:13]2[C:8](=[CH:9][C:10]([OH:14])=[CH:11][CH:12]=2)[C:7]([C:16]2[CH:21]=[CH:20][CH:19]=[CH:18][CH:17]=2)([CH3:15])[CH2:6][C:5]1([CH3:23])[CH3:22])(=[O:3])[CH3:2].C(=O)([O-])[O-].[Cs+].[Cs+].Cl[CH2:31][CH:32]1[CH2:34][CH2:33]1. Product: [C:1]([N:4]1[C:13]2[C:8](=[CH:9][C:10]([O:14][CH2:31][CH:32]3[CH2:34][CH2:33]3)=[CH:11][CH:12]=2)[C:7]([C:16]2[CH:21]=[CH:20][CH:19]=[CH:18][CH:17]=2)([CH3:15])[CH2:6][C:5]1([CH3:23])[CH3:22])(=[O:3])[CH3:2]. The catalyst class is: 689. (5) Reactant: [N:1]([CH2:4][C@@H:5]([O:13]C(=O)C)[C:6]1[CH:11]=[CH:10][CH:9]=[C:8]([CH3:12])[N:7]=1)=[N+:2]=[N-:3].C([O-])([O-])=O.[K+].[K+]. Product: [N:1]([CH2:4][C@H:5]([C:6]1[CH:11]=[CH:10][CH:9]=[C:8]([CH3:12])[N:7]=1)[OH:13])=[N+:2]=[N-:3]. The catalyst class is: 5. (6) Reactant: [O:1]1[C:5]2[CH:6]=[CH:7][CH:8]=[CH:9][C:4]=2[CH:3]=[C:2]1[C:10]1[N:19]=[C:18](Cl)[C:17]2[C:12](=[CH:13][CH:14]=[CH:15][CH:16]=2)[N:11]=1.C[N:22](C)[CH2:23][CH2:24][CH2:25][OH:26]. Product: [O:1]1[C:5]2[CH:6]=[CH:7][CH:8]=[CH:9][C:4]=2[CH:3]=[C:2]1[C:10]1[N:19]=[C:18]([NH:22][CH2:23][CH2:24][CH2:25][OH:26])[C:17]2[C:12](=[CH:13][CH:14]=[CH:15][CH:16]=2)[N:11]=1. The catalyst class is: 12. (7) Reactant: [Br:1][C:2]1[CH:16]=[CH:15][C:5]([CH2:6][NH:7][C@H:8]([C:12]([OH:14])=[O:13])[CH:9]([CH3:11])[CH3:10])=[CH:4][CH:3]=1.C(=O)(O)[O-].[Na+].[C:22](Cl)(=[O:27])[CH2:23][CH2:24][CH2:25][CH3:26].O. Product: [Br:1][C:2]1[CH:16]=[CH:15][C:5]([CH2:6][N:7]([C:22](=[O:27])[CH2:23][CH2:24][CH2:25][CH3:26])[C@H:8]([C:12]([OH:14])=[O:13])[CH:9]([CH3:11])[CH3:10])=[CH:4][CH:3]=1. The catalyst class is: 1.